From a dataset of Full USPTO retrosynthesis dataset with 1.9M reactions from patents (1976-2016). Predict the reactants needed to synthesize the given product. (1) Given the product [CH3:50][CH:46]([O:45][C:13]([CH3:12])=[O:14])[C:47]([OH:55])=[O:49], predict the reactants needed to synthesize it. The reactants are: C1N=C(N)C2N=CN([C@@H]3[O:14][C@H:13](COP(OP(OC[C@H]4O[C@@H](N5C=C(C(N)=O)CC=C5)[C@H](O)[C@@H]4O)(O)=O)(O)=O)[C@@H:12](O)[C@H]3O)C=2N=1.[OH:45][CH:46]([CH3:50])[C:47](=[O:49])C.CC(O)C([OH:55])C. (2) Given the product [C:1]([O:5][C:6]([N:8]([CH3:19])[C:9]1[CH:14]=[N:13][C:12]([C:15]([O-:17])=[O:16])=[N:11][CH:10]=1)=[O:7])([CH3:4])([CH3:3])[CH3:2].[Li+:20], predict the reactants needed to synthesize it. The reactants are: [C:1]([O:5][C:6]([N:8]([CH3:19])[C:9]1[CH:10]=[N:11][C:12]([C:15]([O:17]C)=[O:16])=[N:13][CH:14]=1)=[O:7])([CH3:4])([CH3:3])[CH3:2].[Li+:20].[OH-]. (3) Given the product [OH:27][CH2:28][CH:29]([NH:32][S:33]([C:36]1[S:40][C:39]([NH:41][C:12]([C:11]2[CH:10]=[N:9][N:8]3[C:3]([C:2]([F:25])([F:26])[F:1])=[CH:4][C:5]([C:15]4[CH:16]=[CH:17][C:18]([C:21]([F:24])([F:22])[F:23])=[CH:19][CH:20]=4)=[N:6][C:7]=23)=[O:14])=[N:38][C:37]=1[CH3:42])(=[O:35])=[O:34])[CH2:30][OH:31], predict the reactants needed to synthesize it. The reactants are: [F:1][C:2]([F:26])([F:25])[C:3]1[N:8]2[N:9]=[CH:10][C:11]([C:12]([OH:14])=O)=[C:7]2[N:6]=[C:5]([C:15]2[CH:20]=[CH:19][C:18]([C:21]([F:24])([F:23])[F:22])=[CH:17][CH:16]=2)[CH:4]=1.[OH:27][CH2:28][CH:29]([NH:32][S:33]([C:36]1[S:40][C:39]([NH2:41])=[N:38][C:37]=1[CH3:42])(=[O:35])=[O:34])[CH2:30][OH:31]. (4) Given the product [Cl:1][C:2]1[CH:3]=[C:4]2[C:8](=[CH:9][CH:10]=1)[NH:7][CH:6]=[C:5]2[CH2:11][CH2:12][NH:13][C:14](=[O:23])[C:15]1[CH:20]=[CH:19][CH:18]=[C:17]([CH2:21][C:29]2[CH:30]=[CH:31][C:26]([O:25][CH3:24])=[CH:27][CH:28]=2)[CH:16]=1, predict the reactants needed to synthesize it. The reactants are: [Cl:1][C:2]1[CH:3]=[C:4]2[C:8](=[CH:9][CH:10]=1)[NH:7][CH:6]=[C:5]2[CH2:11][CH2:12][NH:13][C:14](=[O:23])[C:15]1[CH:20]=[CH:19][CH:18]=[C:17]([CH2:21]Cl)[CH:16]=1.[CH3:24][O:25][C:26]1[CH:31]=[CH:30][C:29](B(O)O)=[CH:28][CH:27]=1.C(=O)([O-])[O-].[Na+].[Na+].[I-].[Na+].